Dataset: Catalyst prediction with 721,799 reactions and 888 catalyst types from USPTO. Task: Predict which catalyst facilitates the given reaction. Reactant: C(OC([NH:8][CH2:9][CH2:10][CH2:11][C@@H:12]([CH2:23][C:24]1[N:25]=[CH:26][N:27]2[C:36]3[C:31](=[CH:32][CH:33]=[CH:34][CH:35]=3)[CH2:30][CH2:29][C:28]=12)[C:13]([O:15][CH2:16][CH2:17][CH2:18][CH2:19][CH2:20][CH2:21][CH3:22])=[O:14])=O)(C)(C)C.[ClH:37]. Product: [ClH:37].[ClH:37].[NH2:8][CH2:9][CH2:10][CH2:11][C@@H:12]([CH2:23][C:24]1[N:25]=[CH:26][N:27]2[C:36]3[C:31](=[CH:32][CH:33]=[CH:34][CH:35]=3)[CH2:30][CH2:29][C:28]=12)[C:13]([O:15][CH2:16][CH2:17][CH2:18][CH2:19][CH2:20][CH2:21][CH3:22])=[O:14]. The catalyst class is: 13.